From a dataset of Full USPTO retrosynthesis dataset with 1.9M reactions from patents (1976-2016). Predict the reactants needed to synthesize the given product. (1) Given the product [CH3:9][C:10]1([CH3:39])[CH2:19][CH2:18][C:17]2[C:12](=[CH:13][CH:14]=[C:15]([C:20](=[O:34])[CH2:21][C:22]3[CH:27]=[C:26]([O:28][CH3:29])[C:25]([O:30][CH3:31])=[C:24]([O:32][CH3:33])[CH:23]=3)[CH:16]=2)[O:11]1, predict the reactants needed to synthesize it. The reactants are: C[N+]1([O-])CCOCC1.[CH3:9][C:10]1([CH3:39])[CH2:19][CH2:18][C:17]2[C:12](=[CH:13][CH:14]=[C:15]([C:20]([O:34][Si](C)(C)C)=[CH:21][C:22]3[CH:27]=[C:26]([O:28][CH3:29])[C:25]([O:30][CH3:31])=[C:24]([O:32][CH3:33])[CH:23]=3)[CH:16]=2)[O:11]1. (2) Given the product [CH3:7][C:8]1([CH3:28])[CH2:16][C:15]2[NH:14][CH:13]=[C:12]([CH2:17][CH2:18][CH2:19][N:21]3[CH2:26][CH2:25][O:24][CH2:23][CH2:22]3)[C:11]=2[CH2:10][CH2:9]1, predict the reactants needed to synthesize it. The reactants are: [H-].[Al+3].[Li+].[H-].[H-].[H-].[CH3:7][C:8]1([CH3:28])[CH2:16][C:15]2[NH:14][CH:13]=[C:12]([CH2:17][CH2:18][C:19]([N:21]3[CH2:26][CH2:25][O:24][CH2:23][CH2:22]3)=O)[C:11]=2[C:10](=O)[CH2:9]1. (3) Given the product [Cl:1][C:2]1[C:3]2[C:10]([C:11]([F:14])([F:12])[F:13])=[CH:9][N:8]([CH2:22][CH:23]3[CH2:28][CH2:27][N:26]([C:29]([O:31][C:32]([CH3:33])([CH3:35])[CH3:34])=[O:30])[CH2:25][CH2:24]3)[C:4]=2[N:5]=[CH:6][N:7]=1, predict the reactants needed to synthesize it. The reactants are: [Cl:1][C:2]1[C:3]2[C:10]([C:11]([F:14])([F:13])[F:12])=[CH:9][NH:8][C:4]=2[N:5]=[CH:6][N:7]=1.C([O-])([O-])=O.[K+].[K+].Br[CH2:22][CH:23]1[CH2:28][CH2:27][N:26]([C:29]([O:31][C:32]([CH3:35])([CH3:34])[CH3:33])=[O:30])[CH2:25][CH2:24]1. (4) Given the product [OH:47][NH:46][C:32]([C@H:25]1[C@@H:24]([NH:23][S:20]([C:17]2[CH:16]=[CH:15][C:14]([O:13][CH2:12][C:10]3[C:9]4[C:4](=[CH:5][CH:6]=[CH:7][CH:8]=4)[N:3]=[C:2]([CH3:1])[CH:11]=3)=[CH:19][CH:18]=2)(=[O:22])=[O:21])[CH2:28][N:27]([CH2:29][C:30]#[CH:31])[CH2:26]1)=[O:33], predict the reactants needed to synthesize it. The reactants are: [CH3:1][C:2]1[CH:11]=[C:10]([CH2:12][O:13][C:14]2[CH:19]=[CH:18][C:17]([S:20]([NH:23][C@H:24]3[CH2:28][N:27]([CH2:29][C:30]#[CH:31])[CH2:26][C@H:25]3[C:32](OC(C)(C)C)=[O:33])(=[O:22])=[O:21])=[CH:16][CH:15]=2)[C:9]2[C:4](=[CH:5][CH:6]=[CH:7][CH:8]=2)[N:3]=1.FC(F)(F)C(O)=O.[NH2:46][OH:47]. (5) Given the product [CH3:32][O:31][C:28]1[CH:29]=[CH:30][C:25]([CH2:24][N:23]([CH2:33][C:34]2[CH:39]=[CH:38][C:37]([O:40][CH3:41])=[CH:36][CH:35]=2)[C:20]2[N:19]=[CH:18][C:17]([C:16]3[C:11]4[CH2:10][CH2:9][N:8]([C:6]5[CH:5]=[CH:4][N:3]=[C:2]([N:54]6[CH2:59][CH2:58][O:57][CH2:56][CH2:55]6)[CH:7]=5)[C:12]=4[N:13]=[C:14]([N:42]4[CH2:47][CH2:46][O:45][CH2:44][CH2:43]4)[N:15]=3)=[CH:22][N:21]=2)=[CH:26][CH:27]=1, predict the reactants needed to synthesize it. The reactants are: Cl[C:2]1[CH:7]=[C:6]([N:8]2[C:12]3[N:13]=[C:14]([N:42]4[CH2:47][CH2:46][O:45][CH2:44][CH2:43]4)[N:15]=[C:16]([C:17]4[CH:18]=[N:19][C:20]([N:23]([CH2:33][C:34]5[CH:39]=[CH:38][C:37]([O:40][CH3:41])=[CH:36][CH:35]=5)[CH2:24][C:25]5[CH:30]=[CH:29][C:28]([O:31][CH3:32])=[CH:27][CH:26]=5)=[N:21][CH:22]=4)[C:11]=3[CH2:10][CH2:9]2)[CH:5]=[CH:4][N:3]=1.CC(C)([O-])C.[Na+].[NH:54]1[CH2:59][CH2:58][O:57][CH2:56][CH2:55]1.C(N1CCN2CCN(CC(C)C)P1N(CC(C)C)CC2)C(C)C. (6) Given the product [Cl:3][C:4]1[CH:13]=[CH:12][C:7]([C:8]([OH:10])=[O:9])=[CH:6][C:5]=1[O:14][CH2:15][C:16]([F:17])([F:19])[F:18], predict the reactants needed to synthesize it. The reactants are: [OH-].[Na+].[Cl:3][C:4]1[CH:13]=[CH:12][C:7]([C:8]([O:10]C)=[O:9])=[CH:6][C:5]=1[O:14][CH2:15][C:16]([F:19])([F:18])[F:17]. (7) The reactants are: [Cl:1][C:2]1[CH:10]=[C:9]([C:11]([NH:13][CH:14]([C:16]2[NH:20][C:19]3[CH:21]=[CH:22][C:23]([Cl:25])=[CH:24][C:18]=3[N:17]=2)[CH3:15])=[O:12])[CH:8]=[CH:7][C:3]=1[C:4]([OH:6])=O.[CH3:26][CH:27]1[CH:31]=[CH:30][CH:29]([CH3:32])[NH:28]1.C(N(C(C)C)CC)(C)C.ClCl. Given the product [Cl:1][C:2]1[CH:10]=[C:9]([CH:8]=[CH:7][C:3]=1[C:4]([N:28]1[CH:29]([CH3:32])[CH:30]=[CH:31][CH:27]1[CH3:26])=[O:6])[C:11]([NH:13][CH:14]([C:16]1[NH:20][C:19]2[CH:21]=[CH:22][C:23]([Cl:25])=[CH:24][C:18]=2[N:17]=1)[CH3:15])=[O:12], predict the reactants needed to synthesize it.